This data is from Reaction yield outcomes from USPTO patents with 853,638 reactions. The task is: Predict the reaction yield, written as a fraction of the theoretical maximum amount of product (1.0 means a 100% yield; for example, 0.34 means a 34% yield). (1) The reactants are [CH3:1][N:2]([CH2:13][C:14]1[N:18]([CH2:19][C@@H:20]2[CH2:25][CH2:24][CH2:23][N:22](/[C:26](/[NH:35]C(=O)OC(C)(C)C)=[N:27]/C(=O)OC(C)(C)C)[CH2:21]2)[C:17]2[CH:43]=[CH:44][CH:45]=[CH:46][C:16]=2[N:15]=1)[C@H:3]1[C:12]2[N:11]=[CH:10][CH:9]=[CH:8][C:7]=2[CH2:6][CH2:5][CH2:4]1.N1CC(CN2C3C=CC=CC=3N=C2CN(C)C2C3N=CC=CC=3CCC2)C1. No catalyst specified. The product is [CH3:1][N:2]([CH2:13][C:14]1[N:18]([CH2:19][C@@H:20]2[CH2:25][CH2:24][CH2:23][N:22]([C:26](=[NH:27])[NH2:35])[CH2:21]2)[C:17]2[CH:43]=[CH:44][CH:45]=[CH:46][C:16]=2[N:15]=1)[C@H:3]1[C:12]2[N:11]=[CH:10][CH:9]=[CH:8][C:7]=2[CH2:6][CH2:5][CH2:4]1. The yield is 1.00. (2) The reactants are [NH:1]1[C@H:5]([C:6]([O:8][CH3:9])=[O:7])[CH2:4][CH2:3][C:2]1=[O:10].C[Si]([N-][Si](C)(C)C)(C)C.[Li+].Cl[C:22]([O:24][CH3:25])=[O:23]. The catalyst is O1CCCC1. The product is [O:10]=[C:2]1[N:1]([C:22]([O:24][CH3:25])=[O:23])[C@H:5]([C:6]([O:8][CH3:9])=[O:7])[CH2:4][CH2:3]1. The yield is 0.860. (3) The reactants are O[C:2]1[CH:9]=[CH:8][C:5]([CH2:6][OH:7])=[CH:4][CH:3]=1.[OH-:10].[Na+].Br[CH2:13][CH2:14][CH2:15][CH2:16][CH2:17][CH2:18][CH2:19][CH2:20][CH:21]=[CH2:22]. The catalyst is C(O)C. The product is [CH2:13]([O:7][CH:6]([OH:10])[C:5]1[CH:8]=[CH:9][CH:2]=[CH:3][CH:4]=1)[CH2:14][CH2:15][CH2:16][CH2:17][CH2:18][CH2:19][CH2:20][CH:21]=[CH2:22]. The yield is 0.643. (4) The reactants are [CH3:1][CH2:2][CH:3]([OH:6])[C:4]#[N:5].[NH2:7]O.[Cl:9][C:10]1[CH:11]=[C:12]([CH:16]=[CH:17][CH:18]=1)[C:13](Cl)=[O:14].C([O-])(O)=O.[Na+]. The catalyst is N1C=CC=CC=1. The product is [Cl:9][C:10]1[CH:11]=[C:12]([C:13]2[O:14][N:7]=[C:4]([CH:3]([OH:6])[CH2:2][CH3:1])[N:5]=2)[CH:16]=[CH:17][CH:18]=1. The yield is 0.440.